From a dataset of CYP3A4 inhibition data for predicting drug metabolism from PubChem BioAssay. Regression/Classification. Given a drug SMILES string, predict its absorption, distribution, metabolism, or excretion properties. Task type varies by dataset: regression for continuous measurements (e.g., permeability, clearance, half-life) or binary classification for categorical outcomes (e.g., BBB penetration, CYP inhibition). Dataset: cyp3a4_veith. (1) The compound is O=C(O[C@H]1C[NH+]2CCC1CC2)C(O)(c1ccccc1)c1ccccc1.[Br-]. The result is 0 (non-inhibitor). (2) The drug is CN1C[C@H](c2ccccc2)C(O)([C@]2(c3ccccc3)CN(C)C[C@@H](c3ccccc3)C2=O)[C@H](c2ccccc2)C1. The result is 0 (non-inhibitor). (3) The compound is COc1cccc(Nc2ncc3ncc(=O)n(CCC#N)c3n2)c1. The result is 1 (inhibitor).